From a dataset of Forward reaction prediction with 1.9M reactions from USPTO patents (1976-2016). Predict the product of the given reaction. (1) Given the reactants [S:1]([CH2:11][CH2:12][O:13][C:14](=[O:18])[C:15]([CH3:17])=[CH2:16])([C:4]1[CH:10]=[CH:9][C:7]([CH3:8])=[CH:6][CH:5]=1)(=[O:3])=[O:2].[OH:19][CH2:20][CH2:21][CH2:22][O:23][C:24](=[O:27])[CH:25]=[CH2:26].[CH3:28][O:29][C:30](=[O:34])[C:31]([CH3:33])=[CH2:32].CC(N=NC(C#N)(C)C)(C#N)C, predict the reaction product. The product is: [S:1]([CH2:11][CH2:12][O:13][C:14](=[O:18])[C:15]([CH3:17])=[CH2:16])([C:4]1[CH:5]=[CH:6][C:7]([CH3:8])=[CH:9][CH:10]=1)(=[O:3])=[O:2].[OH:19][CH2:20][CH2:21][CH2:22][O:23][C:24](=[O:27])[CH:25]=[CH2:26].[CH3:28][O:29][C:30](=[O:34])[C:31]([CH3:33])=[CH2:32]. (2) Given the reactants [Cl:1][C:2]1[C:3]2[N:4]([CH:12]=[CH:13][N:14]=2)[C:5]2[C:10]([N:11]=1)=[CH:9][CH:8]=[CH:7][CH:6]=2.C1C(=O)N([Br:22])C(=O)C1, predict the reaction product. The product is: [Br:22][C:12]1[N:4]2[C:5]3[C:10]([N:11]=[C:2]([Cl:1])[C:3]2=[N:14][CH:13]=1)=[CH:9][CH:8]=[CH:7][CH:6]=3. (3) Given the reactants [F:1][C:2]1[CH:3]=[C:4]2[C:9](=[CH:10][CH:11]=1)[N:8]=[C:7]([CH:12]=[O:13])[CH:6]=[N:5]2.[OH:14]O, predict the reaction product. The product is: [F:1][C:2]1[CH:3]=[C:4]2[C:9](=[CH:10][CH:11]=1)[N:8]=[C:7]([C:12]([OH:14])=[O:13])[CH:6]=[N:5]2. (4) Given the reactants CC1N2N=NN=C2C2N=C(CCC)N(CCCS(C3C=CC(C(Cl)=O)=CC=3)(=O)=O)C=2C=1C.CNCCCC.N1CCOCC1.[CH2:45]([N:49]([CH3:81])[C:50](=[O:80])[C:51]1[CH:56]=[CH:55][C:54]([S:57]([CH2:60][CH2:61][CH2:62][N:63]2[C:71]3[C:70]([CH3:72])=[C:69]([CH3:73])[N:68]4N=N[N:76]=[C:67]4[C:66]=3[N:65]=[C:64]2[CH2:77][CH2:78][CH3:79])(=[O:59])=[O:58])=[CH:53][CH:52]=1)[CH2:46][CH2:47][CH3:48], predict the reaction product. The product is: [NH2:76][C:67]1[C:66]2[N:65]=[C:64]([CH2:77][CH2:78][CH3:79])[N:63]([CH2:62][CH2:61][CH2:60][S:57]([C:54]3[CH:55]=[CH:56][C:51]([C:50]([N:49]([CH2:45][CH2:46][CH2:47][CH3:48])[CH3:81])=[O:80])=[CH:52][CH:53]=3)(=[O:59])=[O:58])[C:71]=2[C:70]([CH3:72])=[C:69]([CH3:73])[N:68]=1. (5) The product is: [Br:20][C:21]1[CH:22]=[C:23]([NH:24][C:2]2[C:7]([C:8]#[N:9])=[CH:6][N:5]=[CH:4][C:3]=2[C:10]2[CH:15]=[CH:14][C:13]([O:16][CH3:17])=[C:12]([O:18][CH3:19])[CH:11]=2)[CH:25]=[CH:26][CH:27]=1. Given the reactants Cl[C:2]1[C:7]([C:8]#[N:9])=[CH:6][N:5]=[CH:4][C:3]=1[C:10]1[CH:15]=[CH:14][C:13]([O:16][CH3:17])=[C:12]([O:18][CH3:19])[CH:11]=1.[Br:20][C:21]1[CH:22]=[C:23]([CH:25]=[CH:26][CH:27]=1)[NH2:24].N1C(=O)CC[C@H]1C(O)=O.Cl, predict the reaction product. (6) The product is: [Cl:18][C:19]1[CH:20]=[C:21]([CH:35]=[CH:36][C:37]=1[Cl:38])[CH2:22][CH:23]1[CH2:24][CH2:25][N:26]([CH2:29][CH:30]([NH:34][CH2:15][CH2:14][NH:7][C:8]2[CH:9]=[CH:10][CH:11]=[CH:12][CH:13]=2)[CH:31]([CH3:33])[CH3:32])[CH2:27][CH2:28]1. Given the reactants C(OC(=O)[N:7]([CH2:14][CH:15]=O)[C:8]1[CH:13]=[CH:12][CH:11]=[CH:10][CH:9]=1)(C)(C)C.[Cl:18][C:19]1[CH:20]=[C:21]([CH:35]=[CH:36][C:37]=1[Cl:38])[CH2:22][CH:23]1[CH2:28][CH2:27][N:26]([CH2:29][CH:30]([NH2:34])[CH:31]([CH3:33])[CH3:32])[CH2:25][CH2:24]1.[BH3-]C#N.[Na+], predict the reaction product.